Dataset: Forward reaction prediction with 1.9M reactions from USPTO patents (1976-2016). Task: Predict the product of the given reaction. (1) Given the reactants Cl[C:2]1[N:11]=[CH:10][C:9]2[N:8]([CH2:12][C:13]([O:15][C:16]([CH3:19])([CH3:18])[CH3:17])=[O:14])[CH2:7][C@@H:6]3[CH2:20][O:21][CH2:22][CH2:23][N:5]3[C:4]=2[N:3]=1.[NH:24]1[C:32]2[CH:31]=[CH:30][CH:29]=[C:28](B(O)O)[C:27]=2[CH:26]=[CH:25]1.C(=O)([O-])[O-].[Na+].[Na+], predict the reaction product. The product is: [NH:24]1[C:32]2[C:27](=[C:28]([C:2]3[N:11]=[CH:10][C:9]4[N:8]([CH2:12][C:13]([O:15][C:16]([CH3:19])([CH3:18])[CH3:17])=[O:14])[CH2:7][C@@H:6]5[CH2:20][O:21][CH2:22][CH2:23][N:5]5[C:4]=4[N:3]=3)[CH:29]=[CH:30][CH:31]=2)[CH:26]=[CH:25]1. (2) Given the reactants [NH2:1][C:2]1[C:3]([NH:10][CH2:11][CH2:12][OH:13])=[C:4]([CH:7]=[CH:8][CH:9]=1)[C:5]#[N:6].[CH2:14](N(CC)CC)C, predict the reaction product. The product is: [OH:13][CH2:12][CH2:11][N:10]1[C:3]2[C:4]([C:5]#[N:6])=[CH:7][CH:8]=[CH:9][C:2]=2[N:1]=[CH:14]1. (3) Given the reactants [CH3:1][O:2][C:3](=[O:20])[CH2:4][N:5]1[C:9]2[C:10](=O)[C@@H:11]3[CH2:13][C@@H:12]3[C:8]=2[C:7]([C:15]([O:17][CH2:18][CH3:19])=[O:16])=[N:6]1.[CH2:21]([SH:24])[CH2:22][SH:23].C(O)(=O)C.B(F)(F)F.CCOCC, predict the reaction product. The product is: [CH3:1][O:2][C:3](=[O:20])[CH2:4][N:5]1[C:9]2[C:10]3([C@@H:11]4[CH2:13][C@@H:12]4[C:8]=2[C:7]([C:15]([O:17][CH2:18][CH3:19])=[O:16])=[N:6]1)[S:24][CH2:21][CH2:22][S:23]3. (4) Given the reactants N[C:2]1[CH:7]=[C:6]([C:8]#[N:9])[CH:5]=[CH:4][C:3]=1[C@@H:10]1[C:15]([C:16]#[N:17])=[C:14]([CH3:18])[N:13]([C:19]2[CH:24]=[CH:23][CH:22]=[C:21]([C:25]([F:28])([F:27])[F:26])[CH:20]=2)[C:12](=[O:29])[NH:11]1.[ClH:30].O.N([O-])=O.[Na+].[S:36](=[O:38])=[O:37], predict the reaction product. The product is: [C:8]([C:6]1[CH:5]=[CH:4][C:3]([C@@H:10]2[C:15]([C:16]#[N:17])=[C:14]([CH3:18])[N:13]([C:19]3[CH:24]=[CH:23][CH:22]=[C:21]([C:25]([F:27])([F:28])[F:26])[CH:20]=3)[C:12](=[O:29])[NH:11]2)=[C:2]([S:36]([Cl:30])(=[O:38])=[O:37])[CH:7]=1)#[N:9]. (5) Given the reactants [Br:1][C:2]1[C:3](=[O:17])[NH:4][C:5](=[O:16])[N:6](CCC2C=CC=CC=2)[N:7]=1.Br[CH2:19][C:20]1[CH:29]=[CH:28][C:27]2[C:22](=[CH:23][CH:24]=[CH:25][CH:26]=2)[CH:21]=1.C(I)CC1C=CC=CC=1, predict the reaction product. The product is: [Br:1][C:2]1[C:3](=[O:17])[NH:4][C:5](=[O:16])[N:6]([CH2:19][C:20]2[CH:29]=[CH:28][C:27]3[C:22](=[CH:23][CH:24]=[CH:25][CH:26]=3)[CH:21]=2)[N:7]=1. (6) The product is: [CH3:21][C:20]1[C:15]([C:6]2[CH:7]=[CH:8][C:3]([C:2]([F:13])([F:12])[F:1])=[CH:4][CH:5]=2)=[N:16][CH:17]=[C:18]([N+:22]([O-:24])=[O:23])[CH:19]=1. Given the reactants [F:1][C:2]([F:13])([F:12])[C:3]1[CH:8]=[CH:7][C:6](B(O)O)=[CH:5][CH:4]=1.Br[C:15]1[C:20]([CH3:21])=[CH:19][C:18]([N+:22]([O-:24])=[O:23])=[CH:17][N:16]=1.C(=O)([O-])[O-].[K+].[K+].C(OCC)(=O)C, predict the reaction product. (7) Given the reactants [Br:1][C:2]1[CH:7]=[CH:6][C:5]([NH:8][C:9](=[O:39])[C:10]2[CH:15]=[C:14]([NH:16][C:17]([NH:19][C:20]3[C:25]([Cl:26])=[CH:24][CH:23]=[C:22]([CH2:27][NH:28][C:29](=[O:34])[C:30]([CH3:33])([CH3:32])[CH3:31])[C:21]=3[Cl:35])=S)[C:13]([NH:36][CH3:37])=[CH:12][C:11]=2[F:38])=[CH:4][CH:3]=1.CC(C)N=C=NC(C)C, predict the reaction product. The product is: [Br:1][C:2]1[CH:7]=[CH:6][C:5]([NH:8][C:9]([C:10]2[C:11]([F:38])=[CH:12][C:13]3[N:36]([CH3:37])[C:17]([NH:19][C:20]4[C:25]([Cl:26])=[CH:24][CH:23]=[C:22]([CH2:27][NH:28][C:29](=[O:34])[C:30]([CH3:33])([CH3:32])[CH3:31])[C:21]=4[Cl:35])=[N:16][C:14]=3[CH:15]=2)=[O:39])=[CH:4][CH:3]=1. (8) Given the reactants [F:1][C:2]1[C:7]([C:8]([F:11])([F:10])[F:9])=[CH:6][CH:5]=[CH:4][C:3]=1[OH:12].IC.[C:15](=O)([O-])[O-].[K+].[K+], predict the reaction product. The product is: [F:1][C:2]1[C:3]([O:12][CH3:15])=[CH:4][CH:5]=[CH:6][C:7]=1[C:8]([F:10])([F:11])[F:9]. (9) Given the reactants [C:1]([O:5][C:6](=[O:61])[CH2:7][CH2:8][CH2:9][CH2:10][CH2:11][CH2:12][CH2:13][CH2:14][CH2:15][CH2:16][CH2:17][CH2:18][CH2:19][CH2:20][CH2:21][CH2:22][CH2:23][CH2:24][C:25](=[O:60])[NH:26][C@H:27]([C:53]([O:55][C:56]([CH3:59])([CH3:58])[CH3:57])=[O:54])[CH2:28][CH2:29][C:30](=[O:52])[NH:31][CH2:32][CH2:33][O:34][CH2:35][CH2:36][O:37][CH2:38][C:39](=[O:51])[NH:40][CH2:41][CH2:42][O:43][CH2:44][CH2:45][O:46][CH2:47][C:48]([OH:50])=[O:49])([CH3:4])([CH3:3])[CH3:2].[B-](F)(F)(F)F.CN(C(O[N:75]1[C:80](=[O:81])[CH2:79][CH2:78][C:76]1=[O:77])=[N+](C)C)C.CCN(C(C)C)C(C)C, predict the reaction product. The product is: [C:1]([O:5][C:6](=[O:61])[CH2:7][CH2:8][CH2:9][CH2:10][CH2:11][CH2:12][CH2:13][CH2:14][CH2:15][CH2:16][CH2:17][CH2:18][CH2:19][CH2:20][CH2:21][CH2:22][CH2:23][CH2:24][C:25](=[O:60])[NH:26][C@H:27]([C:53]([O:55][C:56]([CH3:59])([CH3:58])[CH3:57])=[O:54])[CH2:28][CH2:29][C:30](=[O:52])[NH:31][CH2:32][CH2:33][O:34][CH2:35][CH2:36][O:37][CH2:38][C:39](=[O:51])[NH:40][CH2:41][CH2:42][O:43][CH2:44][CH2:45][O:46][CH2:47][C:48]([O:50][N:75]1[C:80](=[O:81])[CH2:79][CH2:78][C:76]1=[O:77])=[O:49])([CH3:4])([CH3:2])[CH3:3]. (10) Given the reactants [Br:1][CH2:2][CH2:3][CH2:4][OH:5].[C:6]([Si:10](Cl)([CH3:12])[CH3:11])([CH3:9])([CH3:8])[CH3:7].N1C=CN=C1, predict the reaction product. The product is: [Br:1][CH2:2][CH2:3][CH2:4][O:5][Si:10]([C:6]([CH3:9])([CH3:8])[CH3:7])([CH3:12])[CH3:11].